Dataset: Full USPTO retrosynthesis dataset with 1.9M reactions from patents (1976-2016). Task: Predict the reactants needed to synthesize the given product. (1) Given the product [N:40]1([CH2:46][C:47]2[N:52]=[C:51]([NH:53][C:54](=[O:60])[NH:37][C:4]3[N:5]=[C:6]([C:8]4[CH:9]=[CH:10][C:11]([S:14]([NH2:15])(=[O:16])=[O:17])=[CH:12][CH:13]=4)[S:7][CH:3]=3)[CH:50]=[CH:49][CH:48]=2)[CH2:41][CH2:42][CH2:43][CH2:44][CH2:45]1, predict the reactants needed to synthesize it. The reactants are: C([C:3]1[S:7][C:6]([C:8]2[CH:13]=[CH:12][C:11]([S:14](=[O:17])(=[O:16])[NH2:15])=[CH:10][CH:9]=2)=[N:5][C:4]=1C(O)=O)C.P([N:37]=[N+]=[N-])(OC1C=CC=CC=1)(OC1C=CC=CC=1)=O.[N:40]1([CH2:46][C:47]2[N:52]=[C:51]([NH2:53])[CH:50]=[CH:49][CH:48]=2)[CH2:45][CH2:44][CH2:43][CH2:42][CH2:41]1.[C:54]([OH:60])(C(F)(F)F)=O. (2) Given the product [CH2:1]([O:8][C:9]1[CH:20]=[C:19]2[C:12](=[CH:11][CH:10]=1)[NH:13][CH:14]=[C:15]2[CH2:16][CH2:17][NH:18][CH:26]1[CH2:25][CH2:24][C:23]([C:30]2[CH:31]=[CH:32][CH:33]=[CH:34][CH:35]=2)([N:22]([CH3:36])[CH3:21])[CH2:28][CH2:27]1)[C:2]1[CH:3]=[CH:4][CH:5]=[CH:6][CH:7]=1, predict the reactants needed to synthesize it. The reactants are: [CH2:1]([O:8][C:9]1[CH:20]=[C:19]2[C:12]([NH:13][CH:14]=[C:15]2[CH2:16][CH2:17][NH2:18])=[CH:11][CH:10]=1)[C:2]1[CH:7]=[CH:6][CH:5]=[CH:4][CH:3]=1.[CH3:21][N:22]([CH3:36])[C:23]1([C:30]2[CH:35]=[CH:34][CH:33]=[CH:32][CH:31]=2)[CH2:28][CH2:27][C:26](=O)[CH2:25][CH2:24]1.C(O)(=O)C.C(O[BH-](OC(=O)C)OC(=O)C)(=O)C.[Na+]. (3) The reactants are: C(Cl)(Cl)Cl.[CH3:5][OH:6].[O:7]1[CH2:12][CH2:11][O:10]CC1. Given the product [O:6]=[CH:5][C@H:12]([C@H:11]([C@H:12]([CH2:11][OH:10])[OH:7])[OH:10])[OH:7], predict the reactants needed to synthesize it. (4) Given the product [Cl-:22].[CH3:16][N+:14]([CH3:15])([CH2:23][C:24]([O:26][CH2:27]/[CH:28]=[C:29](/[CH2:31][CH2:32][CH:33]=[C:34]([CH3:36])[CH3:35])\[CH3:30])=[O:25])[CH2:13][CH2:12][CH2:11][NH:10][C:1](=[O:9])[CH2:2][CH2:3][CH2:4][CH2:5][CH2:6][CH2:7][CH3:8], predict the reactants needed to synthesize it. The reactants are: [C:1]([NH:10][CH2:11][CH2:12][CH2:13][N:14]([CH3:16])[CH3:15])(=[O:9])[CH2:2][CH2:3][CH2:4][CH2:5][CH2:6][CH2:7][CH3:8].C(OCC)C.[Cl:22][CH2:23][C:24]([O:26][CH2:27]/[CH:28]=[C:29](/[CH2:31][CH2:32][CH:33]=[C:34]([CH3:36])[CH3:35])\[CH3:30])=[O:25].ClCC([O-])=O. (5) Given the product [CH3:3][N:4]([CH3:20])[CH2:5][CH2:6][NH:7][C:8]1[C:16]2[O:15][CH:14]=[CH:13][C:12]=2[CH:11]=[C:10]([NH2:17])[CH:9]=1, predict the reactants needed to synthesize it. The reactants are: NN.[CH3:3][N:4]([CH3:20])[CH2:5][CH2:6][NH:7][C:8]1[C:16]2[O:15][CH:14]=[CH:13][C:12]=2[CH:11]=[C:10]([N+:17]([O-])=O)[CH:9]=1. (6) Given the product [F:1][C:2]1[C:9]([S:19]([C:22]([F:25])([F:24])[F:23])(=[O:21])=[O:20])=[C:8]([O:11][CH3:12])[CH:7]=[CH:6][C:3]=1[CH:4]=[O:5], predict the reactants needed to synthesize it. The reactants are: [F:1][C:2]1[C:9](O)=[C:8]([O:11][CH3:12])[CH:7]=[CH:6][C:3]=1[CH:4]=[O:5].N1C=CC=CC=1.[S:19](O[S:19]([C:22]([F:25])([F:24])[F:23])(=[O:21])=[O:20])([C:22]([F:25])([F:24])[F:23])(=[O:21])=[O:20]. (7) The reactants are: Br[CH2:2][CH2:3][OH:4].[F:5][C:6]1[CH:11]=[CH:10][C:9]([F:12])=[CH:8][C:7]=1[C@H:13]1[CH2:17][CH2:16][CH2:15][N:14]1[C:18]1[CH:23]=[CH:22][N:21]2[N:24]=[CH:25][C:26]([C:27]([NH:29][CH:30]3[CH2:35][CH2:34][NH:33][CH2:32][CH2:31]3)=[O:28])=[C:20]2[CH:19]=1. Given the product [F:5][C:6]1[CH:11]=[CH:10][C:9]([F:12])=[CH:8][C:7]=1[C@H:13]1[CH2:17][CH2:16][CH2:15][N:14]1[C:18]1[CH:23]=[CH:22][N:21]2[N:24]=[CH:25][C:26]([C:27]([NH:29][CH:30]3[CH2:35][CH2:34][N:33]([CH2:2][CH2:3][OH:4])[CH2:32][CH2:31]3)=[O:28])=[C:20]2[CH:19]=1, predict the reactants needed to synthesize it.